Task: Predict the reactants needed to synthesize the given product.. Dataset: Full USPTO retrosynthesis dataset with 1.9M reactions from patents (1976-2016) (1) Given the product [OH:1][C:2]1[CH:3]=[CH:4][C:5]([CH2:8][CH2:9][CH2:10][C:11]([O:13][CH3:14])=[O:12])=[CH:6][CH:7]=1, predict the reactants needed to synthesize it. The reactants are: [OH:1][C:2]1[CH:7]=[CH:6][C:5]([CH2:8][CH2:9][CH2:10][C:11]([OH:13])=[O:12])=[CH:4][CH:3]=1.[C:14](=O)(O)[O-].[Na+].IC. (2) The reactants are: [C:1]([O:5][C:6]([NH:8][C:9]1[CH:17]=[CH:16][C:12]([C:13]([OH:15])=O)=[CH:11][CH:10]=1)=[O:7])([CH3:4])([CH3:3])[CH3:2].[CH2:18]([NH2:30])[CH2:19][CH2:20][CH2:21][CH2:22][CH2:23][CH2:24][CH2:25][CH2:26][CH2:27][CH2:28][CH3:29].CCN=C=NCCCN(C)C.Cl.C1C=CC2N(O)N=NC=2C=1.CCN(CC)CC. Given the product [CH2:18]([NH:30][C:13]([C:12]1[CH:11]=[CH:10][C:9]([NH:8][C:6](=[O:7])[O:5][C:1]([CH3:2])([CH3:3])[CH3:4])=[CH:17][CH:16]=1)=[O:15])[CH2:19][CH2:20][CH2:21][CH2:22][CH2:23][CH2:24][CH2:25][CH2:26][CH2:27][CH2:28][CH3:29], predict the reactants needed to synthesize it. (3) Given the product [Cl:29][C:23]1[CH:24]=[C:25]([Cl:28])[CH:26]=[CH:27][C:22]=1[C:8]1[N:7]2[CH:30]=[C:4]([CH:1]([OH:3])[CH3:2])[N:5]=[C:6]2[N:11]=[C:10]([CH3:12])[C:9]=1[CH2:13][NH:14][C:15](=[O:21])[O:16][C:17]([CH3:20])([CH3:19])[CH3:18], predict the reactants needed to synthesize it. The reactants are: [C:1]([C:4]1[N:5]=[C:6]2[N:11]=[C:10]([CH3:12])[C:9]([CH2:13][NH:14][C:15](=[O:21])[O:16][C:17]([CH3:20])([CH3:19])[CH3:18])=[C:8]([C:22]3[CH:27]=[CH:26][C:25]([Cl:28])=[CH:24][C:23]=3[Cl:29])[N:7]2[CH:30]=1)(=[O:3])[CH3:2].[BH4-].[Na+]. (4) Given the product [CH:10]([CH:13]1[C:18]2[N:19]=[CH:20][NH:21][C:17]=2[CH2:16][CH2:15][N:14]1[C:22]([O:9][C@@H:6]1[CH2:7][CH2:8][N:4]([CH3:3])[CH2:5]1)=[O:23])([CH3:12])[CH3:11], predict the reactants needed to synthesize it. The reactants are: [H-].[Na+].[CH3:3][N:4]1[CH2:8][CH2:7][C@@H:6]([OH:9])[CH2:5]1.[CH:10]([CH:13]1[C:18]2[N:19]=[CH:20][NH:21][C:17]=2[CH2:16][CH2:15][N:14]1[C:22](OCC(Cl)(Cl)Cl)=[O:23])([CH3:12])[CH3:11]. (5) Given the product [CH3:1][C:2]1[CH:7]=[CH:6][N:5]=[C:4]([CH2:8][CH2:9][CH2:10][NH:11][C:12](=[O:18])[O:13][C:14]([CH3:16])([CH3:15])[CH3:17])[CH:3]=1, predict the reactants needed to synthesize it. The reactants are: [CH3:1][C:2]1[CH:7]=[CH:6][N:5]=[C:4]([C:8]#[C:9][CH2:10][NH:11][C:12](=[O:18])[O:13][C:14]([CH3:17])([CH3:16])[CH3:15])[CH:3]=1.[H][H]. (6) Given the product [CH2:1]([O:3][C:4]([C:6]1[C:7]([OH:24])=[C:8]2[C:14]([Br:15])=[C:13]([Br:16])[N:12]([C:17]3[CH:22]=[CH:21][C:20]([F:23])=[CH:19][CH:18]=3)[C:9]2=[C:10]([Br:32])[N:11]=1)=[O:5])[CH3:2], predict the reactants needed to synthesize it. The reactants are: [CH2:1]([O:3][C:4]([C:6]1[C:7]([OH:24])=[C:8]2[C:14]([Br:15])=[C:13]([Br:16])[N:12]([C:17]3[CH:22]=[CH:21][C:20]([F:23])=[CH:19][CH:18]=3)[C:9]2=[CH:10][N:11]=1)=[O:5])[CH3:2].C1C(=O)N([Br:32])C(=O)C1. (7) Given the product [F:44][CH:2]([F:1])[C:3]1[N:7]([C:8]2[N:13]=[C:12]([N:14]3[CH2:15][CH2:16][O:17][CH2:18][CH2:19]3)[N:11]=[C:10]([N:20]([CH:21]3[CH2:26][CH2:25][NH:24][CH2:23][CH2:22]3)[CH2:34][CH2:35][CH2:36][N:37]([CH3:39])[CH3:38])[N:9]=2)[C:6]2[CH:40]=[CH:41][CH:42]=[CH:43][C:5]=2[N:4]=1, predict the reactants needed to synthesize it. The reactants are: [F:1][CH:2]([F:44])[C:3]1[N:7]([C:8]2[N:13]=[C:12]([N:14]3[CH2:19][CH2:18][O:17][CH2:16][CH2:15]3)[N:11]=[C:10]([N:20]([CH2:34][CH2:35][CH2:36][N:37]([CH3:39])[CH3:38])[CH:21]3[CH2:26][CH2:25][N:24](C(OC(C)(C)C)=O)[CH2:23][CH2:22]3)[N:9]=2)[C:6]2[CH:40]=[CH:41][CH:42]=[CH:43][C:5]=2[N:4]=1.C(O)(C(F)(F)F)=O. (8) Given the product [CH2:5]([N:7]1[C:8]2[C:13](=[CH:12][CH:11]=[C:10]([N+:14]([O-:16])=[O:15])[CH:9]=2)[C:5]([C:3]([O:4][CH2:23][O:24][CH3:25])([C:2]([F:1])([F:17])[F:18])[C:19]#[CH:20])=[CH:6]1)[C:13]1[CH:8]=[CH:9][CH:10]=[CH:11][CH:12]=1, predict the reactants needed to synthesize it. The reactants are: [F:1][C:2]([F:18])([F:17])[C:3]([C:5]1[C:13]2[C:8](=[CH:9][C:10]([N+:14]([O-:16])=[O:15])=[CH:11][CH:12]=2)[NH:7][CH:6]=1)=[O:4].[C:19]([Mg]Br)#[CH:20].[CH3:23][O:24][CH2:25]Cl.[Cl-].[NH4+].